This data is from Full USPTO retrosynthesis dataset with 1.9M reactions from patents (1976-2016). The task is: Predict the reactants needed to synthesize the given product. (1) Given the product [CH3:1][C:2]1[N:3]=[C:4]([NH:7][C:8]2[CH:13]=[C:12]([O:14][C:15]3[CH:16]=[C:17]([CH:22]=[CH:23][CH:24]=3)[C:18]([OH:20])=[O:19])[CH:11]=[CH:10][N:9]=2)[S:5][CH:6]=1, predict the reactants needed to synthesize it. The reactants are: [CH3:1][C:2]1[N:3]=[C:4]([NH:7][C:8]2[CH:13]=[C:12]([O:14][C:15]3[CH:16]=[C:17]([CH:22]=[CH:23][CH:24]=3)[C:18]([O:20]C)=[O:19])[CH:11]=[CH:10][N:9]=2)[S:5][CH:6]=1.[OH-].[Na+]. (2) Given the product [NH2:26][CH2:25][CH2:24][CH2:23][C:20]1[CH:19]=[CH:18][C:17]([C:4]2[C:5]3[C:6]4[CH:16]=[CH:15][S:14][C:7]=4[C:8](=[O:13])[NH:9][C:10]=3[CH:11]=[CH:12][C:3]=2[O:2][CH3:1])=[CH:22][CH:21]=1, predict the reactants needed to synthesize it. The reactants are: [CH3:1][O:2][C:3]1[CH:12]=[CH:11][C:10]2[NH:9][C:8](=[O:13])[C:7]3[S:14][CH:15]=[CH:16][C:6]=3[C:5]=2[C:4]=1[C:17]1[CH:22]=[CH:21][C:20]([CH2:23][CH2:24][C:25]#[N:26])=[CH:19][CH:18]=1.B. (3) Given the product [Cl:1][C:2]1[N:3]=[C:4]([CH2:9][CH2:10][CH3:11])[CH:5]([CH3:8])[N:6]([OH:20])[CH:7]=1, predict the reactants needed to synthesize it. The reactants are: [Cl:1][C:2]1[N:3]=[C:4]([CH2:9][CH2:10][CH3:11])[C:5]([CH3:8])=[N:6][CH:7]=1.C1C=C(Cl)C=C(C(OO)=[O:20])C=1. (4) Given the product [CH3:1][N:2]1[C:10]2[C:5](=[CH:6][CH:7]=[CH:8][CH:9]=2)[C:4]([CH2:11][CH:12]([CH3:14])[CH3:13])=[C:3]1[C:15]([NH:17][C@H:18]([C:23]([NH:25][CH:26]([C:35](=[O:48])[CH2:36][O:37][C:38]1[C:43]([F:44])=[C:42]([F:45])[CH:41]=[C:40]([F:46])[C:39]=1[F:47])[CH2:27][C:28]([OH:30])=[O:29])=[O:24])[CH2:19][CH:20]([CH3:21])[CH3:22])=[O:16], predict the reactants needed to synthesize it. The reactants are: [CH3:1][N:2]1[C:10]2[C:5](=[CH:6][CH:7]=[CH:8][CH:9]=2)[C:4]([CH2:11][CH:12]([CH3:14])[CH3:13])=[C:3]1[C:15]([NH:17][C@H:18]([C:23]([NH:25][CH:26]([C:35](=[O:48])[CH2:36][O:37][C:38]1[C:43]([F:44])=[C:42]([F:45])[CH:41]=[C:40]([F:46])[C:39]=1[F:47])[CH2:27][C:28]([O:30]C(C)(C)C)=[O:29])=[O:24])[CH2:19][CH:20]([CH3:22])[CH3:21])=[O:16].C(O)(C(F)(F)F)=O. (5) Given the product [Cl:20][C:21]1[CH:26]=[C:25]([O:27][CH3:28])[CH:24]=[CH:23][C:22]=1[O:29][C:2]1[C:7]([C:8]([O:10][CH3:11])=[O:9])=[CH:6][N:5]=[C:4]([C:12]2[CH:17]=[CH:16][CH:15]=[C:14]([F:18])[C:13]=2[F:19])[CH:3]=1, predict the reactants needed to synthesize it. The reactants are: Cl[C:2]1[C:7]([C:8]([O:10][CH3:11])=[O:9])=[CH:6][N:5]=[C:4]([C:12]2[CH:17]=[CH:16][CH:15]=[C:14]([F:18])[C:13]=2[F:19])[CH:3]=1.[Cl:20][C:21]1[CH:26]=[C:25]([O:27][CH3:28])[CH:24]=[CH:23][C:22]=1[OH:29].